This data is from Reaction yield outcomes from USPTO patents with 853,638 reactions. The task is: Predict the reaction yield, written as a fraction of the theoretical maximum amount of product (1.0 means a 100% yield; for example, 0.34 means a 34% yield). The reactants are [OH:1][CH2:2][C@@H:3]1[O:8][C:7]2[CH:9]=[CH:10][C:11]([N+:13]([O-])=O)=[CH:12][C:6]=2[N:5]([S:16]([C:19]2[CH:20]=[C:21]([CH:24]=[CH:25][CH:26]=2)[C:22]#[N:23])(=[O:18])=[O:17])[CH2:4]1.C([O-])=O.[NH4+]. The catalyst is CO. The product is [NH2:13][C:11]1[CH:10]=[CH:9][C:7]2[O:8][C@@H:3]([CH2:2][OH:1])[CH2:4][N:5]([S:16]([C:19]3[CH:20]=[C:21]([CH:24]=[CH:25][CH:26]=3)[C:22]#[N:23])(=[O:18])=[O:17])[C:6]=2[CH:12]=1. The yield is 0.790.